Dataset: Forward reaction prediction with 1.9M reactions from USPTO patents (1976-2016). Task: Predict the product of the given reaction. (1) Given the reactants [CH2:1]([O:5][CH2:6][CH2:7][O:8][C:9]1[CH:14]=[CH:13][C:12]([C:15]2[CH:20]=[CH:19][C:18]([N:21]3[CH2:26][CH2:25][CH2:24][CH2:23][CH2:22]3)=[C:17](/[CH:27]=[C:28](\[CH3:32])/[C:29]([OH:31])=O)[CH:16]=2)=[CH:11][CH:10]=1)[CH2:2][CH2:3][CH3:4].C(Cl)(=O)C(Cl)=O.[CH2:39]([N:42]1[C:46]([CH2:47][S@@:48]([C:50]2[CH:56]=[CH:55][C:53]([NH2:54])=[CH:52][CH:51]=2)=[O:49])=[CH:45][N:44]=[CH:43]1)[CH2:40][CH3:41].C(N(CC)CC)C, predict the reaction product. The product is: [CH2:1]([O:5][CH2:6][CH2:7][O:8][C:9]1[CH:14]=[CH:13][C:12]([C:15]2[CH:20]=[CH:19][C:18]([N:21]3[CH2:22][CH2:23][CH2:24][CH2:25][CH2:26]3)=[C:17](/[CH:27]=[C:28](\[CH3:32])/[C:29]([NH:54][C:53]3[CH:55]=[CH:56][C:50]([S@:48]([CH2:47][C:46]4[N:42]([CH2:39][CH2:40][CH3:41])[CH:43]=[N:44][CH:45]=4)=[O:49])=[CH:51][CH:52]=3)=[O:31])[CH:16]=2)=[CH:11][CH:10]=1)[CH2:2][CH2:3][CH3:4]. (2) Given the reactants [Br:1][C:2]([F:7])([F:6])[C:3]([OH:5])=[O:4].[CH2:8](O)[C:9]1[CH:14]=[CH:13][CH:12]=[CH:11][CH:10]=1.O.C1(C)C=CC(S(O)(=O)=O)=CC=1, predict the reaction product. The product is: [Br:1][C:2]([F:7])([F:6])[C:3]([O:5][CH2:8][C:9]1[CH:14]=[CH:13][CH:12]=[CH:11][CH:10]=1)=[O:4]. (3) Given the reactants [CH2:1]([NH:8][C:9](=O)[CH2:10][C:11]1[CH:16]=[CH:15][C:14]([O:17][CH2:18][CH2:19][CH2:20][CH3:21])=[CH:13][CH:12]=1)[C:2]1[CH:7]=[CH:6][CH:5]=[CH:4][CH:3]=1.Cl.[OH-].[Na+], predict the reaction product. The product is: [CH2:1]([NH:8][CH2:9][CH2:10][C:11]1[CH:12]=[CH:13][C:14]([O:17][CH2:18][CH2:19][CH2:20][CH3:21])=[CH:15][CH:16]=1)[C:2]1[CH:3]=[CH:4][CH:5]=[CH:6][CH:7]=1. (4) Given the reactants [F:1][C:2]1[CH:29]=[CH:28][C:5]([C:6]([CH:8]([C:18]2[CH:27]=[CH:26][C:21]([C:22]([O:24][CH3:25])=[O:23])=[CH:20][CH:19]=2)[CH2:9]/[CH:10]=[CH:11]/[C:12]2[CH:17]=[CH:16][CH:15]=[CH:14][CH:13]=2)=[O:7])=[CH:4][CH:3]=1.CC(C)([O-])C.[K+].Br[CH2:37][C:38]1[CH:43]=[CH:42][C:41]([C:44]([P:47](=[O:58])([O:53][C:54]([CH3:57])([CH3:56])[CH3:55])[O:48][C:49]([CH3:52])([CH3:51])[CH3:50])([F:46])[F:45])=[CH:40][CH:39]=1.C([O-])(=O)C.[NH4+], predict the reaction product. The product is: [C:54]([O:53][P:47]([C:44]([F:46])([F:45])[C:41]1[CH:42]=[CH:43][C:38]([CH2:37][C:8]([C:18]2[CH:19]=[CH:20][C:21]([C:22]([O:24][CH3:25])=[O:23])=[CH:26][CH:27]=2)([C:6](=[O:7])[C:5]2[CH:28]=[CH:29][C:2]([F:1])=[CH:3][CH:4]=2)[CH2:9]/[CH:10]=[CH:11]/[C:12]2[CH:17]=[CH:16][CH:15]=[CH:14][CH:13]=2)=[CH:39][CH:40]=1)([O:48][C:49]([CH3:52])([CH3:51])[CH3:50])=[O:58])([CH3:55])([CH3:56])[CH3:57]. (5) Given the reactants [Cl:1][C:2]1[CH:3]=[C:4]([NH:19][C:20]2[C:30]3[CH:29]=[C:28]([C:31](O)=[O:32])[CH2:27][CH2:26][NH:25][C:24]=3[N:23]=[CH:22][N:21]=2)[CH:5]=[CH:6][C:7]=1[O:8][C:9]1[CH:14]=[CH:13][CH:12]=[C:11]([C:15]([F:18])([F:17])[F:16])[CH:10]=1.[OH:34]N1C2C=CC=CC=2N=N1.Cl.C(N=C=NCCCN(C)C)C.[NH2:56][C:57]([CH3:61])([CH3:60])[CH2:58][OH:59].CN(C)[CH:64]=[O:65], predict the reaction product. The product is: [F:16][C:15]([F:18])([F:17])[C:64]([OH:65])=[O:34].[Cl:1][C:2]1[CH:3]=[C:4]([NH:19][C:20]2[C:30]3[CH:29]=[C:28]([C:31]([NH:56][C:57]([CH3:61])([CH3:60])[CH2:58][OH:59])=[O:32])[CH2:27][CH2:26][NH:25][C:24]=3[N:23]=[CH:22][N:21]=2)[CH:5]=[CH:6][C:7]=1[O:8][C:9]1[CH:14]=[CH:13][CH:12]=[C:11]([C:15]([F:16])([F:17])[F:18])[CH:10]=1.